Dataset: Acute oral toxicity (LD50) regression data from Zhu et al.. Task: Regression/Classification. Given a drug SMILES string, predict its toxicity properties. Task type varies by dataset: regression for continuous values (e.g., LD50, hERG inhibition percentage) or binary classification for toxic/non-toxic outcomes (e.g., AMES mutagenicity, cardiotoxicity, hepatotoxicity). Dataset: ld50_zhu. (1) The molecule is CCCCCC(C=O)=Cc1ccccc1. The rat oral LD50 is 1.73, given as -log10 of the dose in mol/kg body weight (higher means more acutely toxic). (2) The drug is CCCC(=O)OC1=C(OC(=O)CCC)C(=O)OC1=O. The rat oral LD50 is 1.26, given as -log10 of the dose in mol/kg body weight (higher means more acutely toxic). (3) The molecule is NC(=O)ON=C1CSCCS1. The rat oral LD50 is 3.57, given as -log10 of the dose in mol/kg body weight (higher means more acutely toxic).